Task: Predict the product of the given reaction.. Dataset: Forward reaction prediction with 1.9M reactions from USPTO patents (1976-2016) (1) Given the reactants [I:1][C:2]1[CH:7]=[N:6][NH:5][C:4](=[O:8])[CH:3]=1.[C:9](=O)([O-])[O-].[K+].[K+].IC, predict the reaction product. The product is: [I:1][C:2]1[CH:7]=[N:6][N:5]([CH3:9])[C:4](=[O:8])[CH:3]=1. (2) Given the reactants [C:1]([O:5][C:6]([N:8]1[CH2:13][CH2:12][N:11]([C:14]2[CH:19]=[CH:18][CH:17]=[CH:16][C:15]=2[O:20][CH:21]2[CH2:26][CH2:25][CH2:24][NH:23][CH2:22]2)[CH2:10][CH2:9]1)=[O:7])([CH3:4])([CH3:3])[CH3:2].[C:27](Cl)(=[O:34])[C:28]1[CH:33]=[CH:32][CH:31]=[CH:30][CH:29]=1.C(N(CC)CC)C, predict the reaction product. The product is: [C:1]([O:5][C:6]([N:8]1[CH2:13][CH2:12][N:11]([C:14]2[CH:19]=[CH:18][CH:17]=[CH:16][C:15]=2[O:20][CH:21]2[CH2:26][CH2:25][CH2:24][N:23]([C:27](=[O:34])[C:28]3[CH:33]=[CH:32][CH:31]=[CH:30][CH:29]=3)[CH2:22]2)[CH2:10][CH2:9]1)=[O:7])([CH3:4])([CH3:2])[CH3:3]. (3) Given the reactants F[C:2]([F:7])(F)[C:3](O)=O.[NH2:8][C:9]1[N:30]=[C:29](Cl)[CH:28]=[CH:27][C:10]=1[C:11]([NH:13][CH2:14][C:15]1[S:16][C:17]([O:20][C:21]2[CH:26]=[CH:25][CH:24]=[CH:23][CH:22]=2)=[CH:18][CH:19]=1)=[O:12], predict the reaction product. The product is: [NH2:8][C:9]1[N:30]=[C:29]([NH:8][CH2:9][C:10]2[CH:27]=[CH:28][C:2]([F:7])=[CH:3][CH:11]=2)[CH:28]=[CH:27][C:10]=1[C:11]([NH:13][CH2:14][C:15]1[S:16][C:17]([O:20][C:21]2[CH:26]=[CH:25][CH:24]=[CH:23][CH:22]=2)=[CH:18][CH:19]=1)=[O:12]. (4) Given the reactants [O:1]=[C:2]1[CH2:7][N:6]([C:8]([O:10][C:11]([CH3:14])([CH3:13])[CH3:12])=[O:9])[C@H:5]([C:15]([O:17]C)=[O:16])[CH2:4][CH2:3]1.[OH-].[Li+], predict the reaction product. The product is: [C:11]([O:10][C:8]([N:6]1[CH2:7][C:2](=[O:1])[CH2:3][CH2:4][C@H:5]1[C:15]([OH:17])=[O:16])=[O:9])([CH3:14])([CH3:12])[CH3:13]. (5) Given the reactants [CH3:1][C:2](=[O:7])[CH2:3][CH2:4][CH2:5][CH3:6].[CH3:8][N:9]([CH:11](OC)OC)[CH3:10], predict the reaction product. The product is: [CH3:8][N:9]([CH3:11])/[CH:10]=[CH:1]/[C:2](=[O:7])[CH2:3][CH2:4][CH2:5][CH3:6]. (6) The product is: [C:13]([CH2:15][C:16]([NH:12][C:10]1[S:11][C:7]([C:1]2[CH:2]=[CH:3][CH:4]=[CH:5][CH:6]=2)=[N:8][N:9]=1)=[O:17])#[N:14]. Given the reactants [C:1]1([C:7]2[S:11][C:10]([NH2:12])=[N:9][N:8]=2)[CH:6]=[CH:5][CH:4]=[CH:3][CH:2]=1.[C:13]([CH2:15][C:16](O)=[O:17])#[N:14].CCN=C=NCCCN(C)C.Cl, predict the reaction product. (7) Given the reactants [Br:1][C:2]1[CH:7]=[CH:6][C:5]([CH:8]([C:20]2[CH:25]=[CH:24][CH:23]=[CH:22][C:21]=2[CH3:26])[CH2:9][C:10]([C:12]2[CH:13]=[N:14][C:15]([O:18]C)=[CH:16][CH:17]=2)=[O:11])=[C:4]([F:27])[CH:3]=1.Cl, predict the reaction product. The product is: [Br:1][C:2]1[CH:7]=[CH:6][C:5]([CH:8]([C:20]2[CH:25]=[CH:24][CH:23]=[CH:22][C:21]=2[CH3:26])[CH2:9][C:10]([C:12]2[CH:17]=[CH:16][C:15](=[O:18])[NH:14][CH:13]=2)=[O:11])=[C:4]([F:27])[CH:3]=1. (8) The product is: [Br:35][C:36]1[CH:41]=[CH:40][C:39]([CH2:42][C:11]([C:8]2[CH:9]=[CH:10][C:5]3[O:4][C:3](=[O:14])[N:2]([CH3:1])[C:6]=3[CH:7]=2)=[O:13])=[C:38]([Cl:44])[CH:37]=1. Given the reactants [CH3:1][N:2]1[C:6]2[CH:7]=[C:8]([C:11]([OH:13])=O)[CH:9]=[CH:10][C:5]=2[O:4][C:3]1=[O:14].C(Cl)(=O)C(Cl)=O.CN1C2C=C(C(Cl)=O)C=CC=2OC1=O.[Br:35][C:36]1[CH:41]=[CH:40][C:39]([CH2:42]Br)=[C:38]([Cl:44])[CH:37]=1.C([O-])(O)=O.[Na+], predict the reaction product. (9) The product is: [Cl:9][C:4]1[N:3]=[C:2]([NH:1][C:31]2[CH:32]=[CH:33][C:28]([C:27]([NH:26][C:23]3[S:24][CH:25]=[C:21]([C:12]4[CH:13]=[CH:14][CH:15]=[C:16]([C:17]([F:19])([F:20])[F:18])[C:11]=4[F:10])[N:22]=3)=[O:35])=[CH:29][CH:30]=2)[CH:7]=[C:6]([Cl:8])[N:5]=1. Given the reactants [NH2:1][C:2]1[CH:7]=[C:6]([Cl:8])[N:5]=[C:4]([Cl:9])[N:3]=1.[F:10][C:11]1[C:16]([C:17]([F:20])([F:19])[F:18])=[CH:15][CH:14]=[CH:13][C:12]=1[C:21]1[N:22]=[C:23]([NH:26][C:27](=[O:35])[C:28]2[CH:33]=[CH:32][C:31](I)=[CH:30][CH:29]=2)[S:24][CH:25]=1, predict the reaction product. (10) The product is: [CH3:1][O:2][C:3](=[O:16])[C:4]1[CH:9]=[C:8]([F:10])[CH:7]=[C:6]([N+:11]([O-:13])=[O:12])[C:5]=1[CH2:14][N:22]=[N+:23]=[N-:24]. Given the reactants [CH3:1][O:2][C:3](=[O:16])[C:4]1[CH:9]=[C:8]([F:10])[CH:7]=[C:6]([N+:11]([O-:13])=[O:12])[C:5]=1[CH2:14]Br.CN(C)C=O.[N-:22]=[N+:23]=[N-:24].[Na+], predict the reaction product.